This data is from NCI-60 drug combinations with 297,098 pairs across 59 cell lines. The task is: Regression. Given two drug SMILES strings and cell line genomic features, predict the synergy score measuring deviation from expected non-interaction effect. (1) Drug 1: CC(CN1CC(=O)NC(=O)C1)N2CC(=O)NC(=O)C2. Drug 2: C(CC(=O)O)C(=O)CN.Cl. Cell line: SN12C. Synergy scores: CSS=27.0, Synergy_ZIP=-9.41, Synergy_Bliss=-4.23, Synergy_Loewe=-9.71, Synergy_HSA=-2.62. (2) Drug 1: C1=NC(=NC(=O)N1C2C(C(C(O2)CO)O)O)N. Drug 2: CCC1(C2=C(COC1=O)C(=O)N3CC4=CC5=C(C=CC(=C5CN(C)C)O)N=C4C3=C2)O.Cl. Cell line: HOP-62. Synergy scores: CSS=40.7, Synergy_ZIP=-0.952, Synergy_Bliss=3.21, Synergy_Loewe=-23.1, Synergy_HSA=3.25. (3) Drug 1: CC1=C(C(=O)C2=C(C1=O)N3CC4C(C3(C2COC(=O)N)OC)N4)N. Drug 2: C1CN(P(=O)(OC1)NCCCl)CCCl. Cell line: ACHN. Synergy scores: CSS=42.3, Synergy_ZIP=1.07, Synergy_Bliss=3.32, Synergy_Loewe=-50.6, Synergy_HSA=0.748. (4) Drug 1: C1CCN(CC1)CCOC2=CC=C(C=C2)C(=O)C3=C(SC4=C3C=CC(=C4)O)C5=CC=C(C=C5)O. Drug 2: CN1CCC(CC1)COC2=C(C=C3C(=C2)N=CN=C3NC4=C(C=C(C=C4)Br)F)OC. Cell line: SNB-75. Synergy scores: CSS=6.25, Synergy_ZIP=-1.62, Synergy_Bliss=2.31, Synergy_Loewe=-2.56, Synergy_HSA=0.937. (5) Drug 1: C1=CC(=CC=C1C#N)C(C2=CC=C(C=C2)C#N)N3C=NC=N3. Drug 2: COC1=NC(=NC2=C1N=CN2C3C(C(C(O3)CO)O)O)N. Cell line: TK-10. Synergy scores: CSS=6.47, Synergy_ZIP=-1.61, Synergy_Bliss=-0.0352, Synergy_Loewe=1.37, Synergy_HSA=0.0567.